This data is from Experimentally validated miRNA-target interactions with 360,000+ pairs, plus equal number of negative samples. The task is: Binary Classification. Given a miRNA mature sequence and a target amino acid sequence, predict their likelihood of interaction. (1) The miRNA is hsa-miR-6832-5p with sequence AGUAGAGAGGAAAAGUUAGGGUC. The protein sequence of the target gene is MWPQPYLPPHPMMLEESRQNKLAAAKKKLKEYQQRKSPGIPAGAKTKKKKTDSSPETTTSGGCHSPGDSQYQELAVALESSSVTISQLNENIESLKQQKKQVEHQLEEAKKTNNEIHKAQMERLETINILTLEKADLKTTLYHTKRAARHFEEESKDLAGRLQYSLQRIQELERALCAVSTQQQEEDRSSSCREAVLQRWLQQTIKERALLNAHVTQVTESLKQVQLERDEYAKHIKGERARWQERMWKMSVEARTLKEEKKRDIHRIQELERSLSELKNQMAEPPSLAPPAVTSVVEQL.... Result: 0 (no interaction). (2) The miRNA is mmu-miR-690 with sequence AAAGGCUAGGCUCACAACCAAA. The protein sequence of the target gene is MKTPENLEEPSATPNPSRTPTERFVYLEALLEGGAPWGFTLKGGLERGEPLIISKIEEGGKADSVSSGLQAGDEVIHINEVALSSPRREAVSLVKGSYKTLRLVVRRDVCAAPGHADPGTSKSLSSELLTCSPQHRKATWSGGVKLRLKQRCSEPATRPHSWHTTKFGETQPDVSMMQISQGTMGPPWHQSYHSSSSTSDLSNYDHAYLRRSPDQCSSQGSMESLEPSGGYPPCHLLSPAKSTSSIDQLGHLHNKRDSAYSSFSTSSSIFEYPPPGGSARERSGSMDVISARGGLLEGMR.... Result: 1 (interaction). (3) The miRNA is mmu-let-7i-5p with sequence UGAGGUAGUAGUUUGUGCUGUU. The protein sequence of the target gene is MKPLEKFLKKQTSQLAGRTVAGGPGGGLGSCGGPGGGGGPGGGGGPAGGQRSLQRRQSVSRLLLPAFLREPPAEPGLEPPVPEEGGEPAGVAEEPGSGGPCWLQLEEVPGPGPLGGGGPLRSPSSYSSDELSPGEPLTSPPWAPLGAPERPEHLLNRVLERLAGGATRDSAASDILLDDIVLTHSLFLPTEKFLQELHQYFVRAGGMEGPEGLGRKQACLAMLLHFLDTYQGLLQEEEGAGHIIKDLYLLIMKDESLYQGLREDTLRLHQLVETVELKIPEENQPPSKQVKPLFRHFRRI.... Result: 0 (no interaction). (4) The miRNA is mmu-miR-3105-5p with sequence AGAGCAAGCCCGUAAGCAGCGU. The protein sequence of the target gene is METQVLTPHVYWAQRHRELYLRVELSDVQNPAISITDNVLHFKAQGHGAKGDNVYEFHLEFLDLVKPEPAYRLTQRQVNITVQKKGSHWWERLTKQEKRPLFLAPDFDRWLDESDAEMELRAKEEERLNKLRLEREGSPETLTNLKKGYLFMYNLVQLLGFSWIFVNLTVRFFILGKESFYDTFHNVADMMYFCQMLALVETLNAAIGVTSTPVLPALIQFLGRNFILFLVFGTMEEMQNKAVVFFVFYSWSAIEIFRYPFYMLSCIDMDWKVLTWLRYTMWIPLYPLGCLSEAVAVIQS.... Result: 1 (interaction).